From a dataset of Full USPTO retrosynthesis dataset with 1.9M reactions from patents (1976-2016). Predict the reactants needed to synthesize the given product. (1) Given the product [CH2:9]([O:11][C:12]([C:13]1[C:14]([CH3:15])=[N:8][N:7]([C:1]2[CH:6]=[CH:5][CH:4]=[CH:3][CH:2]=2)[C:17]=1[CH3:18])=[O:20])[CH3:10], predict the reactants needed to synthesize it. The reactants are: [C:1]1([NH:7][NH2:8])[CH:6]=[CH:5][CH:4]=[CH:3][CH:2]=1.[CH2:9]([O:11][C:12](=[O:20])[CH:13]([C:17](=O)[CH3:18])[C:14](=O)[CH3:15])[CH3:10].N1C=CC=CC=1. (2) The reactants are: [Br:1][C:2]1[CH:3]=[C:4]([C:8]2([C:21]#[N:22])[CH2:14][C@@H:13]3[N:15]([CH2:16][C:17]([F:20])([F:19])[F:18])[C@@H:10]([CH2:11][CH2:12]3)[CH2:9]2)[CH:5]=[N:6][CH:7]=1.[NH4+].[NH4+].[S-:25]S[S-]. Given the product [Br:1][C:2]1[CH:3]=[C:4]([C:8]2([C:21](=[S:25])[NH2:22])[CH2:9][C@@H:10]3[N:15]([CH2:16][C:17]([F:20])([F:19])[F:18])[C@@H:13]([CH2:12][CH2:11]3)[CH2:14]2)[CH:5]=[N:6][CH:7]=1, predict the reactants needed to synthesize it. (3) Given the product [Cl:28][C:24]1[CH:25]=[C:26]2[C:21](=[CH:22][CH:23]=1)[NH:20][C:19]([S:16]([N:13]1[CH2:14][CH2:15][N:10]([C:8]([C:5]3[N:4]=[CH:3][C:2]([C:30]4[CH:31]=[CH:32][CH:33]=[CH:34][N:29]=4)=[CH:7][N:6]=3)=[O:9])[CH2:11][CH2:12]1)(=[O:18])=[O:17])=[CH:27]2, predict the reactants needed to synthesize it. The reactants are: Br[C:2]1[CH:3]=[N:4][C:5]([C:8]([N:10]2[CH2:15][CH2:14][N:13]([S:16]([C:19]3[NH:20][C:21]4[C:26]([CH:27]=3)=[CH:25][C:24]([Cl:28])=[CH:23][CH:22]=4)(=[O:18])=[O:17])[CH2:12][CH2:11]2)=[O:9])=[N:6][CH:7]=1.[N:29]1[CH:34]=[CH:33][CH:32]=[CH:31][C:30]=1[Sn](CCCC)(CCCC)CCCC.C(OCC)(=O)C.N. (4) Given the product [OH:26][CH2:25][CH2:24][NH:23][C:21]([C:13]1[C:14]2[CH2:20][CH2:19][CH2:18][CH2:17][C:15]=2[S:16][C:12]=1[NH:11][C:9](=[O:10])[CH2:8][N:6]1[CH:7]=[C:3]([CH2:1][NH:34][CH2:33][C:32]([F:36])([F:35])[F:31])[C:4]([C:27]([F:29])([F:30])[F:28])=[N:5]1)=[O:22], predict the reactants needed to synthesize it. The reactants are: [CH:1]([C:3]1[C:4]([C:27]([F:30])([F:29])[F:28])=[N:5][N:6]([CH2:8][C:9]([NH:11][C:12]2[S:16][C:15]3[CH2:17][CH2:18][CH2:19][CH2:20][C:14]=3[C:13]=2[C:21]([NH:23][CH2:24][CH2:25][OH:26])=[O:22])=[O:10])[CH:7]=1)=O.[F:31][C:32]([F:36])([F:35])[CH2:33][NH2:34].C(O[BH-](OC(=O)C)OC(=O)C)(=O)C.[Na+]. (5) Given the product [Br:1][C:2]1[CH:7]=[C:6]([CH3:8])[CH:5]=[C:4]2[C:3]=1[CH:10]=[N:11][N:12]2[C:13]1[CH:14]=[C:15]([CH:19]=[CH:20][CH:21]=1)[C:16]([OH:18])=[O:17], predict the reactants needed to synthesize it. The reactants are: [Br:1][C:2]1[CH:7]=[C:6]([CH3:8])[CH:5]=[C:4](Br)[C:3]=1[CH:10]=[N:11][NH:12][C:13]1[CH:14]=[C:15]([CH:19]=[CH:20][CH:21]=1)[C:16]([OH:18])=[O:17].C[Si]([N-][Si](C)(C)C)(C)C.[Li+]. (6) Given the product [NH2:25][C:4]1[N:3]=[C:2]([F:1])[N:10]=[C:9]2[C:5]=1[N:6]=[C:7]([CH2:14][C:15]1[C:23]([I:24])=[CH:22][C:18]3[O:19][CH2:20][O:21][C:17]=3[CH:16]=1)[N:8]2[CH2:11][C:12]1[N:28]=[N:27][N:26]([CH2:29][CH2:30][OH:36])[CH:13]=1, predict the reactants needed to synthesize it. The reactants are: [F:1][C:2]1[N:10]=[C:9]2[C:5]([N:6]=[C:7]([CH2:14][C:15]3[C:23]([I:24])=[CH:22][C:18]4[O:19][CH2:20][O:21][C:17]=4[CH:16]=3)[N:8]2[CH2:11][C:12]#[CH:13])=[C:4]([NH2:25])[N:3]=1.[N:26]([CH:29](O)[CH3:30])=[N+:27]=[N-:28].C([OH:36])(C)(C)C. (7) Given the product [Br:11][CH2:8][CH2:7][N:1]1[CH2:6][CH2:5][O:4][CH2:3][CH2:2]1, predict the reactants needed to synthesize it. The reactants are: [N:1]1([CH2:7][CH2:8]O)[CH2:6][CH2:5][O:4][CH2:3][CH2:2]1.C(Br)(Br)(Br)[Br:11].C1(P(C2C=CC=CC=2)C2C=CC=CC=2)C=CC=CC=1.